This data is from Full USPTO retrosynthesis dataset with 1.9M reactions from patents (1976-2016). The task is: Predict the reactants needed to synthesize the given product. (1) Given the product [Cl:12][C:6]1[CH:5]=[C:4]([C:2](=[O:3])[CH2:1][C:18]([C:19]2[CH:20]=[N:21][CH:22]=[CH:23][CH:24]=2)=[O:17])[CH:9]=[CH:8][C:7]=1[O:10][CH3:11], predict the reactants needed to synthesize it. The reactants are: [CH3:1][C:2]([C:4]1[CH:9]=[CH:8][C:7]([O:10][CH3:11])=[C:6]([Cl:12])[CH:5]=1)=[O:3].[H-].[Na+].C([O:17][C:18](=O)[C:19]1[CH:24]=[CH:23][CH:22]=[N:21][CH:20]=1)C. (2) The reactants are: [CH3:1][O:2][N:3]=[C:4]([C:9]([O:11]C)=[O:10])[C:5]([O:7]C)=[O:6].[OH-].[Na+].[N+]([O-])(O)=O.[N+]([O-])([O-])=O.[Ag+:23]. Given the product [CH3:1][O:2][N:3]=[C:4]([C:9]([O-:11])=[O:10])[C:5]([O-:7])=[O:6].[Ag+2:23], predict the reactants needed to synthesize it.